This data is from Full USPTO retrosynthesis dataset with 1.9M reactions from patents (1976-2016). The task is: Predict the reactants needed to synthesize the given product. Given the product [F:26][C:23]1[CH:22]=[CH:21][C:20]([CH2:19][C:17]2[CH:18]=[C:13]3[C:14]([C:27]([OH:29])=[C:9]([C:8]([O:7][CH2:5][CH3:6])=[O:32])[C:10](=[O:11])[NH:12]3)=[N:15][CH:16]=2)=[CH:25][CH:24]=1, predict the reactants needed to synthesize it. The reactants are: CC[O-].[Na+].[CH2:5]([O:7][C:8](=[O:32])[CH2:9][C:10]([NH:12][C:13]1[C:14]([C:27]([O:29]CC)=O)=[N:15][CH:16]=[C:17]([CH2:19][C:20]2[CH:25]=[CH:24][C:23]([F:26])=[CH:22][CH:21]=2)[CH:18]=1)=[O:11])[CH3:6].Cl.